Task: Predict the product of the given reaction.. Dataset: Forward reaction prediction with 1.9M reactions from USPTO patents (1976-2016) (1) The product is: [C:12]1([CH2:11][C:10]([C:7]2[CH:6]=[CH:5][C:4]([O:3][Si:20]([CH:27]([CH3:29])[CH3:28])([CH:24]([CH3:26])[CH3:25])[CH:21]([CH3:23])[CH3:22])=[CH:9][CH:8]=2)=[O:18])[CH:13]=[CH:14][CH:15]=[CH:16][CH:17]=1. Given the reactants [H-].[Na+].[OH:3][C:4]1[CH:9]=[CH:8][C:7]([C:10](=[O:18])[CH2:11][C:12]2[CH:17]=[CH:16][CH:15]=[CH:14][CH:13]=2)=[CH:6][CH:5]=1.Cl[Si:20]([CH:27]([CH3:29])[CH3:28])([CH:24]([CH3:26])[CH3:25])[CH:21]([CH3:23])[CH3:22].[Cl-].[NH4+], predict the reaction product. (2) Given the reactants [CH2:1]([N:8]1[CH2:13][CH2:12][CH:11]([NH2:14])[CH2:10][CH2:9]1)[C:2]1[CH:7]=[CH:6][CH:5]=[CH:4][CH:3]=1.[NH:15]1[CH:19]=[C:18]([CH:20]=O)[N:17]=[CH:16]1.C(O[BH-](OC(=O)C)OC(=O)C)(=O)C.[Na+].[OH-].[Na+], predict the reaction product. The product is: [CH2:1]([N:8]1[CH2:13][CH2:12][CH:11]([NH:14][CH2:20][C:18]2[N:17]=[CH:16][NH:15][CH:19]=2)[CH2:10][CH2:9]1)[C:2]1[CH:3]=[CH:4][CH:5]=[CH:6][CH:7]=1. (3) The product is: [Cl:1][C:2]1[S:6][C:5](/[C:7](/[CH3:13])=[CH:8]/[S:9]([NH:14][C@H:15]2[CH2:19][CH2:18][N:17]([C@@H:20]([CH3:29])[C:21]([N:23]3[CH2:24][CH2:25][O:26][CH2:27][CH2:28]3)=[O:22])[C:16]2=[O:30])(=[O:11])=[O:10])=[CH:4][CH:3]=1. Given the reactants [Cl:1][C:2]1[S:6][C:5](/[C:7](/[CH3:13])=[CH:8]/[S:9](Cl)(=[O:11])=[O:10])=[CH:4][CH:3]=1.[NH2:14][C@H:15]1[CH2:19][CH2:18][N:17]([C@@H:20]([CH3:29])[C:21]([N:23]2[CH2:28][CH2:27][O:26][CH2:25][CH2:24]2)=[O:22])[C:16]1=[O:30].N1C=CC=CC=1, predict the reaction product. (4) Given the reactants [N+:1]([C:4]1[C:5](=[O:14])[N:6]([CH2:10][C:11]([OH:13])=O)[CH:7]=[CH:8][CH:9]=1)([O-:3])=[O:2].CN(C(ON1N=NC2C=CC=CC1=2)=[N+](C)C)C.[B-](F)(F)(F)F.C1C=CC2N(O)N=NC=2C=1.CCN(C(C)C)C(C)C.[CH2:56]([CH:58]([CH2:61][CH3:62])[CH2:59][NH2:60])[CH3:57], predict the reaction product. The product is: [CH2:56]([CH:58]([CH2:61][CH3:62])[CH2:59][NH:60][C:11](=[O:13])[CH2:10][N:6]1[CH:7]=[CH:8][CH:9]=[C:4]([N+:1]([O-:3])=[O:2])[C:5]1=[O:14])[CH3:57].